This data is from Merck oncology drug combination screen with 23,052 pairs across 39 cell lines. The task is: Regression. Given two drug SMILES strings and cell line genomic features, predict the synergy score measuring deviation from expected non-interaction effect. Drug 1: Cc1nc(Nc2ncc(C(=O)Nc3c(C)cccc3Cl)s2)cc(N2CCN(CCO)CC2)n1. Drug 2: COC1=C2CC(C)CC(OC)C(O)C(C)C=C(C)C(OC(N)=O)C(OC)C=CC=C(C)C(=O)NC(=CC1=O)C2=O. Cell line: ZR751. Synergy scores: synergy=-23.6.